From a dataset of Forward reaction prediction with 1.9M reactions from USPTO patents (1976-2016). Predict the product of the given reaction. The product is: [Br:19][C:9]1[C:8]([O:11][CH3:12])=[C:7]([C:13]#[N:14])[C:6](=[O:15])[N:5]([CH:4]([CH:16]2[CH2:18][CH2:17]2)[CH:1]2[CH2:2][CH2:3]2)[CH:10]=1. Given the reactants [CH:1]1([CH:4]([CH:16]2[CH2:18][CH2:17]2)[N:5]2[CH:10]=[CH:9][C:8]([O:11][CH3:12])=[C:7]([C:13]#[N:14])[C:6]2=[O:15])[CH2:3][CH2:2]1.[Br:19]N1C(=O)CCC1=O, predict the reaction product.